From a dataset of Full USPTO retrosynthesis dataset with 1.9M reactions from patents (1976-2016). Predict the reactants needed to synthesize the given product. (1) The reactants are: [NH:1]1[C:5]([C:6]([O:8][CH3:9])=[O:7])=[CH:4][CH:3]=[N:2]1.C(=O)([O-])[O-].[Cs+].[Cs+].I[CH:17]([CH3:19])[CH3:18]. Given the product [CH3:18][CH:17]([N:1]1[C:5]([C:6]([O:8][CH3:9])=[O:7])=[CH:4][CH:3]=[N:2]1)[CH3:19], predict the reactants needed to synthesize it. (2) Given the product [F:47][C:43]1[CH:42]=[C:41]2[C:46]([C:38]([C:35]3[CH:34]=[CH:33][C:32]([S:29]([N:28]([CH2:27][CH2:26][C:25]([NH2:24])=[O:56])[CH3:55])(=[O:30])=[O:31])=[N:37][CH:36]=3)=[CH:39][NH:40]2)=[CH:45][CH:44]=1, predict the reactants needed to synthesize it. The reactants are: FC1C=C2C(C(C3C=CC(N4CCC(N)CC4)=NC=3)=CN2)=CC=1.[NH2:24][C:25](=[O:56])[CH2:26][CH2:27][N:28]([CH3:55])[S:29]([C:32]1[N:37]=[CH:36][C:35]([C:38]2[C:46]3[C:41](=[CH:42][C:43]([F:47])=[CH:44][CH:45]=3)[N:40](C(OC(C)(C)C)=O)[CH:39]=2)=[CH:34][CH:33]=1)(=[O:31])=[O:30]. (3) Given the product [CH3:11][C:8]1[CH:9]=[C:10]2[C:2]([B:22]3[O:26][C:25]([CH3:28])([CH3:27])[C:24]([CH3:30])([CH3:29])[O:23]3)=[CH:3][N:4]([S:12]([C:15]3[CH:21]=[CH:20][C:18]([CH3:19])=[CH:17][CH:16]=3)(=[O:14])=[O:13])[C:5]2=[N:6][CH:7]=1, predict the reactants needed to synthesize it. The reactants are: Br[C:2]1[C:10]2[C:5](=[N:6][CH:7]=[C:8]([CH3:11])[CH:9]=2)[N:4]([S:12]([C:15]2[CH:21]=[CH:20][C:18]([CH3:19])=[CH:17][CH:16]=2)(=[O:14])=[O:13])[CH:3]=1.[B:22]1([B:22]2[O:26][C:25]([CH3:28])([CH3:27])[C:24]([CH3:30])([CH3:29])[O:23]2)[O:26][C:25]([CH3:28])([CH3:27])[C:24]([CH3:30])([CH3:29])[O:23]1.C([O-])(=O)C.[K+]. (4) Given the product [CH3:40][O:41][C:42]([C:44]1[CH:54]=[C:53]([O:55][C:35]2[CH:36]=[CH:37][C:32]([C:30]([N:26]3[CH2:29][CH2:28][CH2:27]3)=[O:31])=[CH:33][C:34]=2[F:39])[C:47]2[CH2:48][C:49]([CH3:52])([CH3:51])[O:50][C:46]=2[CH:45]=1)=[O:43], predict the reactants needed to synthesize it. The reactants are: COC(C1C=C(OC2C=CC(S(C)(=O)=O)=CC=2)C=C2OC(C)CC=12)=O.[N:26]1([C:30]([C:32]2[CH:37]=[CH:36][C:35](F)=[C:34]([F:39])[CH:33]=2)=[O:31])[CH2:29][CH2:28][CH2:27]1.[CH3:40][O:41][C:42]([C:44]1[CH:54]=[C:53]([OH:55])[C:47]2[CH2:48][C:49]([CH3:52])([CH3:51])[O:50][C:46]=2[CH:45]=1)=[O:43]. (5) Given the product [F:35][C:20]1[CH:19]=[CH:18][C:17]([C:16]2[C:10]3[N:9]=[CH:8][N:7]([C:1]4[CH:6]=[CH:5][C:4]([O:47][CH3:48])=[CH:3][CH:2]=4)[C:12](=[O:13])[C:11]=3[S:14][CH:15]=2)=[CH:22][CH:21]=1, predict the reactants needed to synthesize it. The reactants are: [C:1]1([N:7]2[C:12](=[O:13])[C:11]3[S:14][CH:15]=[C:16]([C:17]4[CH:22]=[CH:21][CH:20]=[CH:19][CH:18]=4)[C:10]=3[N:9]=[CH:8]2)[CH:6]=[CH:5][CH:4]=[CH:3][CH:2]=1.NC1C(C2C=CC([F:35])=CC=2)=CSC=1C(OC)=O.C([O:47][CH2:48]C)(OCC)OCC.COC1C=CC(N)=CC=1.